This data is from NCI-60 drug combinations with 297,098 pairs across 59 cell lines. The task is: Regression. Given two drug SMILES strings and cell line genomic features, predict the synergy score measuring deviation from expected non-interaction effect. (1) Drug 1: COC1=NC(=NC2=C1N=CN2C3C(C(C(O3)CO)O)O)N. Drug 2: CC12CCC3C(C1CCC2O)C(CC4=C3C=CC(=C4)O)CCCCCCCCCS(=O)CCCC(C(F)(F)F)(F)F. Cell line: SW-620. Synergy scores: CSS=34.7, Synergy_ZIP=-4.02, Synergy_Bliss=4.29, Synergy_Loewe=0.905, Synergy_HSA=4.55. (2) Drug 1: CN1CCC(CC1)COC2=C(C=C3C(=C2)N=CN=C3NC4=C(C=C(C=C4)Br)F)OC. Drug 2: CC1C(C(CC(O1)OC2CC(CC3=C2C(=C4C(=C3O)C(=O)C5=C(C4=O)C(=CC=C5)OC)O)(C(=O)CO)O)N)O.Cl. Cell line: SF-539. Synergy scores: CSS=51.8, Synergy_ZIP=-0.236, Synergy_Bliss=0.449, Synergy_Loewe=-0.802, Synergy_HSA=1.75. (3) Drug 1: C1C(C(OC1N2C=C(C(=O)NC2=O)F)CO)O. Drug 2: C1CC(=O)NC(=O)C1N2C(=O)C3=CC=CC=C3C2=O. Cell line: OVCAR-8. Synergy scores: CSS=16.9, Synergy_ZIP=-4.59, Synergy_Bliss=-2.88, Synergy_Loewe=-70.0, Synergy_HSA=-2.76. (4) Drug 1: CN1C(=O)N2C=NC(=C2N=N1)C(=O)N. Drug 2: CC1=C(N=C(N=C1N)C(CC(=O)N)NCC(C(=O)N)N)C(=O)NC(C(C2=CN=CN2)OC3C(C(C(C(O3)CO)O)O)OC4C(C(C(C(O4)CO)O)OC(=O)N)O)C(=O)NC(C)C(C(C)C(=O)NC(C(C)O)C(=O)NCCC5=NC(=CS5)C6=NC(=CS6)C(=O)NCCC[S+](C)C)O. Cell line: M14. Synergy scores: CSS=15.9, Synergy_ZIP=-3.97, Synergy_Bliss=-1.45, Synergy_Loewe=-16.6, Synergy_HSA=-2.11. (5) Drug 1: CS(=O)(=O)C1=CC(=C(C=C1)C(=O)NC2=CC(=C(C=C2)Cl)C3=CC=CC=N3)Cl. Drug 2: C(CN)CNCCSP(=O)(O)O. Cell line: RPMI-8226. Synergy scores: CSS=21.2, Synergy_ZIP=21.6, Synergy_Bliss=22.9, Synergy_Loewe=15.7, Synergy_HSA=16.2.